Dataset: Experimentally validated miRNA-target interactions with 360,000+ pairs, plus equal number of negative samples. Task: Binary Classification. Given a miRNA mature sequence and a target amino acid sequence, predict their likelihood of interaction. (1) The miRNA is hsa-miR-155-5p with sequence UUAAUGCUAAUCGUGAUAGGGGUU. The protein sequence of the target gene is MADPRVRQIKIKTGVVKRLVKEKVMYEKEAKQQEEKIEKMRAEDGENYDIKKQAEILQESRMMIPDCQRRLEAAYLDLQRILENEKDLEEAEEYKEARLVLDSVKLEA. Result: 1 (interaction). (2) The miRNA is hsa-miR-452-3p with sequence CUCAUCUGCAAAGAAGUAAGUG. The protein sequence of the target gene is MDPFRPSFRGQSPIHPSQCQAVRMPGCWPQASKPLDPALGRGAPAGRGHVFGKPEEPSTQRGPAQRESVGLVSMFRGLGIETVSKTPLKREMLPSGRGILGRGLSANLVRKDREELSPTFWDPKVLAAGDSKMAETSVGWSRTLGRGSSDASLLPLGRAAGGISREVDKPPCTFSTPSRGPPQLSSPPALPQSPLHSPDRPLVLTVEHKEKELIVKQGSKGTPQSLGLNLVKIQCHNEAVYQYHVTFSPNVECKSMRFGMLKDHQAVTGNVTAFDGSILYLPVKLQQVLELKSQRKTDSA.... Result: 1 (interaction).